Dataset: Catalyst prediction with 721,799 reactions and 888 catalyst types from USPTO. Task: Predict which catalyst facilitates the given reaction. (1) Reactant: Br[C:2]1[C:3]2[N:4]([CH:9]=[C:10]([C:12]([O:14][CH2:15][CH3:16])=[O:13])[N:11]=2)[N:5]=[C:6]([Cl:8])[CH:7]=1.CCN(C(C)C)C(C)C.[NH:26]1[CH2:31][CH2:30][O:29][CH2:28][CH2:27]1. Product: [Cl:8][C:6]1[CH:7]=[C:2]([N:26]2[CH2:31][CH2:30][O:29][CH2:28][CH2:27]2)[C:3]2[N:4]([CH:9]=[C:10]([C:12]([O:14][CH2:15][CH3:16])=[O:13])[N:11]=2)[N:5]=1. The catalyst class is: 10. (2) Reactant: C1CCN2C(=NCCC2)CC1.[CH3:12][N:13]1[C:18]2=[CH:19][NH:20][C:21]([C:22]3[CH:23]=[C:24]([CH:27]=[CH:28][CH:29]=3)[C:25]#[N:26])=[C:17]2[C:16](=[O:30])[N:15]([CH3:31])[C:14]1=[O:32].[C:33]([O:37][CH3:38])(=[O:36])[CH:34]=[CH2:35]. Product: [C:25]([C:24]1[CH:23]=[C:22]([C:21]2[N:20]([CH2:35][CH2:34][C:33]([O:37][CH3:38])=[O:36])[CH:19]=[C:18]3[C:17]=2[C:16](=[O:30])[N:15]([CH3:31])[C:14](=[O:32])[N:13]3[CH3:12])[CH:29]=[CH:28][CH:27]=1)#[N:26]. The catalyst class is: 10.